Dataset: Forward reaction prediction with 1.9M reactions from USPTO patents (1976-2016). Task: Predict the product of the given reaction. (1) Given the reactants [CH:1]1([N:4]2[CH2:9][C:8]3([CH2:14][CH2:13][N:12]([S:15]([C:18]4[CH:23]=[CH:22][C:21](B5OC(C)(C)C(C)(C)O5)=[CH:20][CH:19]=4)(=[O:17])=[O:16])[CH2:11][CH2:10]3)[O:7][CH2:6][C:5]2=[O:33])[CH2:3][CH2:2]1.Br[C:35]1[CH:44]=[C:43]2[C:38]([CH:39]=[C:40]([O:45][CH3:46])[CH:41]=[N:42]2)=[CH:37][CH:36]=1.C(=O)([O-])[O-].[K+].[K+], predict the reaction product. The product is: [CH:1]1([N:4]2[CH2:9][C:8]3([CH2:14][CH2:13][N:12]([S:15]([C:18]4[CH:23]=[CH:22][C:21]([C:35]5[CH:44]=[C:43]6[C:38]([CH:39]=[C:40]([O:45][CH3:46])[CH:41]=[N:42]6)=[CH:37][CH:36]=5)=[CH:20][CH:19]=4)(=[O:16])=[O:17])[CH2:11][CH2:10]3)[O:7][CH2:6][C:5]2=[O:33])[CH2:3][CH2:2]1. (2) Given the reactants [CH:1]([N:4]1[C:8](=[O:9])[CH2:7][N:6]([CH3:10])[C:5]1=[O:11])([CH3:3])[CH3:2].CO[CH:14](OC)[N:15]([CH3:17])[CH3:16], predict the reaction product. The product is: [CH3:14][N:15]([CH:17]=[C:7]1[N:6]([CH3:10])[C:5](=[O:11])[N:4]([CH:1]([CH3:3])[CH3:2])[C:8]1=[O:9])[CH3:16]. (3) Given the reactants I[C:2]1[CH:11]=[CH:10][C:5]([C:6]([O:8][CH3:9])=[O:7])=[CH:4][CH:3]=1.CCN(CC)CC.[F:19][C:20]([F:25])([F:24])[C:21]([CH3:23])=[CH2:22].C([O-])([O-])=O.[Na+].[Na+], predict the reaction product. The product is: [F:19][C:20]([F:25])([F:24])/[C:21](/[CH3:23])=[CH:22]/[C:2]1[CH:11]=[CH:10][C:5]([C:6]([O:8][CH3:9])=[O:7])=[CH:4][CH:3]=1. (4) The product is: [Cl:34][C:11]1[C:12]([NH:14][C:15]2[CH:16]=[CH:17][C:18]([C@@H:21]3[O:26][CH2:25][CH2:24][N:23]([C:27]([O:29][C:30]([CH3:33])([CH3:32])[CH3:31])=[O:28])[CH2:22]3)=[CH:19][CH:20]=2)=[N:13][C:8]([O:4][CH:2]([CH3:3])[CH3:1])=[N:9][CH:10]=1. Given the reactants [CH3:1][C:2](C)([O-:4])[CH3:3].[K+].Cl[C:8]1[N:13]=[C:12]([NH:14][C:15]2[CH:20]=[CH:19][C:18]([C@@H:21]3[O:26][CH2:25][CH2:24][N:23]([C:27]([O:29][C:30]([CH3:33])([CH3:32])[CH3:31])=[O:28])[CH2:22]3)=[CH:17][CH:16]=2)[C:11]([Cl:34])=[CH:10][N:9]=1.O, predict the reaction product. (5) Given the reactants [Cl:1][C:2]1[C:3]([F:24])=[C:4]([C:9]2[C:10](=O)[NH:11][N:12]=[C:13]([CH3:22])[C:14]=2[C:15]2[CH:20]=[CH:19][C:18]([Cl:21])=[CH:17][CH:16]=2)[C:5]([F:8])=[CH:6][CH:7]=1.P(Cl)(Cl)([Cl:27])=O, predict the reaction product. The product is: [Cl:27][C:10]1[N:11]=[N:12][C:13]([CH3:22])=[C:14]([C:15]2[CH:20]=[CH:19][C:18]([Cl:21])=[CH:17][CH:16]=2)[C:9]=1[C:4]1[C:5]([F:8])=[CH:6][CH:7]=[C:2]([Cl:1])[C:3]=1[F:24].